From a dataset of Full USPTO retrosynthesis dataset with 1.9M reactions from patents (1976-2016). Predict the reactants needed to synthesize the given product. Given the product [CH2:1]([O:3][C:4](=[O:14])[CH2:5][C:6]1[CH:11]=[CH:10][C:9]([Cl:12])=[C:8]([O:13][C:19]2[CH:18]=[CH:17][C:16]([Br:15])=[CH:23][C:20]=2[CH:21]=[O:22])[CH:7]=1)[CH3:2], predict the reactants needed to synthesize it. The reactants are: [CH2:1]([O:3][C:4](=[O:14])[CH2:5][C:6]1[CH:11]=[CH:10][C:9]([Cl:12])=[C:8]([OH:13])[CH:7]=1)[CH3:2].[Br:15][C:16]1[CH:17]=[CH:18][C:19](F)=[C:20]([CH:23]=1)[CH:21]=[O:22].